Dataset: Forward reaction prediction with 1.9M reactions from USPTO patents (1976-2016). Task: Predict the product of the given reaction. (1) Given the reactants [ClH:1].C(OCC)(=O)C.[NH2:8][C:9](=[N:11][C:12]([C:14]1[CH:26]=[CH:25][C:24]2[C:23]3[C:18](=[CH:19][CH:20]=[CH:21][CH:22]=3)[N:17]([CH:27]3[CH2:32][CH2:31][N:30](C(OC(C)(C)C)=O)[CH2:29][CH2:28]3)[C:16]=2[CH:15]=1)=[O:13])[NH2:10], predict the reaction product. The product is: [ClH:1].[ClH:1].[NH2:10][C:9]([NH2:8])=[N:11][C:12]([C:14]1[CH:26]=[CH:25][C:24]2[C:23]3[C:18](=[CH:19][CH:20]=[CH:21][CH:22]=3)[N:17]([CH:27]3[CH2:28][CH2:29][NH:30][CH2:31][CH2:32]3)[C:16]=2[CH:15]=1)=[O:13]. (2) The product is: [C:78]([O:77][C:75]([NH:74][C@@H:51]([CH2:52][S:53][CH2:54][C:55]1[CH:60]=[CH:59][C:58]([NH:61][C:62](=[O:73])[CH2:63][N:64]2[C:72]3[C:67](=[CH:68][CH:69]=[CH:70][CH:71]=3)[CH:66]=[CH:65]2)=[CH:57][CH:56]=1)[C:50]([OH:82])=[O:49])=[O:76])([CH3:81])([CH3:79])[CH3:80]. Given the reactants N1(CC(O)=O)C2C(=CC=CC=2)C=C1.COC(=O)[C@@H](NC(OC(C)(C)C)=O)CSCC1C=CC(N)=CC=1.C(Cl)CCl.C(N(CC)CC)C.C[O:49][C:50](=[O:82])[C@@H:51]([NH:74][C:75]([O:77][C:78]([CH3:81])([CH3:80])[CH3:79])=[O:76])[CH2:52][S:53][CH2:54][C:55]1[CH:60]=[CH:59][C:58]([NH:61][C:62](=[O:73])[CH2:63][N:64]2[C:72]3[C:67](=[CH:68][CH:69]=[CH:70][CH:71]=3)[CH:66]=[CH:65]2)=[CH:57][CH:56]=1.[OH-].[Na+].Cl, predict the reaction product. (3) Given the reactants Cl[C:2]1[N:11]=[CH:10][C:9]([F:12])=[CH:8][C:3]=1[C:4]([O:6][CH3:7])=[O:5].C(=O)([O-])[O-].[K+].[K+].[F:19][C:20]1[CH:25]=[CH:24][C:23]([NH:26][CH:27]2[CH2:30][NH:29][CH2:28]2)=[C:22]([CH3:31])[CH:21]=1, predict the reaction product. The product is: [F:12][C:9]1[CH:10]=[N:11][C:2]([N:29]2[CH2:30][CH:27]([NH:26][C:23]3[CH:24]=[CH:25][C:20]([F:19])=[CH:21][C:22]=3[CH3:31])[CH2:28]2)=[C:3]([CH:8]=1)[C:4]([O:6][CH3:7])=[O:5]. (4) Given the reactants C[Si](C)(C)Cl.[I-].[Na+].C(#N)C.[Cl:11][C:12]1[CH:17]=[CH:16][CH:15]=[CH:14][C:13]=1[C:18]1([F:34])[CH2:23][CH2:22][N:21](C(OCC2C=CC=CC=2)=O)[CH2:20][CH2:19]1, predict the reaction product. The product is: [Cl:11][C:12]1[CH:17]=[CH:16][CH:15]=[CH:14][C:13]=1[C:18]1([F:34])[CH2:19][CH2:20][NH:21][CH2:22][CH2:23]1. (5) Given the reactants [Si:1]([O:8][C:9]1[CH:15]=[CH:14][C:13]([N+:16]([O-:18])=[O:17])=[CH:12][C:10]=1[NH2:11])([C:4]([CH3:7])([CH3:6])[CH3:5])([CH3:3])[CH3:2].N1C=CC=CC=1.[Cl:25][CH2:26][C:27](Cl)=[O:28], predict the reaction product. The product is: [Si:1]([O:8][C:9]1[CH:15]=[CH:14][C:13]([N+:16]([O-:18])=[O:17])=[CH:12][C:10]=1[NH:11][C:27](=[O:28])[CH2:26][Cl:25])([C:4]([CH3:7])([CH3:6])[CH3:5])([CH3:3])[CH3:2].